This data is from Forward reaction prediction with 1.9M reactions from USPTO patents (1976-2016). The task is: Predict the product of the given reaction. Given the reactants [H-].[Na+].[Cl:3][C:4]1[CH:9]=[CH:8][N:7]=[C:6]([O:10][CH3:11])[C:5]=1[C:12]1[NH:25][C:15]2=[CH:16][C:17]3[C:18](=[O:24])[NH:19][C:20](=[O:23])[C:21]=3[CH:22]=[C:14]2[N:13]=1.[CH3:26]I.O, predict the reaction product. The product is: [Cl:3][C:4]1[CH:9]=[CH:8][N:7]=[C:6]([O:10][CH3:11])[C:5]=1[C:12]1[N:13]([CH3:26])[C:14]2=[CH:22][C:21]3[C:20](=[O:23])[NH:19][C:18](=[O:24])[C:17]=3[CH:16]=[C:15]2[N:25]=1.